From a dataset of Peptide-MHC class I binding affinity with 185,985 pairs from IEDB/IMGT. Regression. Given a peptide amino acid sequence and an MHC pseudo amino acid sequence, predict their binding affinity value. This is MHC class I binding data. (1) The binding affinity (normalized) is 0.453. The MHC is HLA-B35:01 with pseudo-sequence HLA-B35:01. The peptide sequence is YERGNIIIF. (2) The peptide sequence is SLTTIGTIA. The MHC is HLA-A68:02 with pseudo-sequence HLA-A68:02. The binding affinity (normalized) is 0.466.